This data is from Forward reaction prediction with 1.9M reactions from USPTO patents (1976-2016). The task is: Predict the product of the given reaction. (1) Given the reactants [CH:1]([NH:4][C:5]1[C:10]2[C:11]([C:33]3[CH:38]=[CH:37][N:36]=[CH:35][N:34]=3)=[N:12][N:13](C(C3C=CC=CC=3)(C3C=CC=CC=3)C3C=CC=CC=3)[C:9]=2[CH:8]=[CH:7][N:6]=1)([CH3:3])[CH3:2].ClC1N=CN=C(C2C3C(NC(C)C)=NC=CC=3N(C(C3C=CC=CC=3)(C3C=CC=CC=3)C3C=CC=CC=3)N=2)C=1.[NH4+].[OH-], predict the reaction product. The product is: [CH:1]([NH:4][C:5]1[C:10]2[C:11]([C:33]3[CH:38]=[CH:37][N:36]=[CH:35][N:34]=3)=[N:12][NH:13][C:9]=2[CH:8]=[CH:7][N:6]=1)([CH3:3])[CH3:2]. (2) Given the reactants [C:1]([O:5][C:6](=[O:37])[NH:7][C@@H:8]1[CH2:13][CH2:12][CH2:11][N:10]([C:14]2[CH:19]=[CH:18][C:17]([NH:20][C:21]3[C:30]4[C:25](=[CH:26][CH:27]=[C:28](Cl)[N:29]=4)[N:24]=[CH:23][C:22]=3[C:32]([CH:34]3[CH2:36][CH2:35]3)=[O:33])=[CH:16][N:15]=2)[CH2:9]1)([CH3:4])([CH3:3])[CH3:2].[Cl:38][C:39]1[CH:44]=[C:43](B2OC(C)(C)C(C)(C)O2)[CH:42]=[C:41]([F:54])[C:40]=1[OH:55], predict the reaction product. The product is: [C:1]([O:5][C:6](=[O:37])[NH:7][C@@H:8]1[CH2:13][CH2:12][CH2:11][N:10]([C:14]2[CH:19]=[CH:18][C:17]([NH:20][C:21]3[C:30]4[C:25](=[CH:26][CH:27]=[C:28]([C:43]5[CH:42]=[C:41]([F:54])[C:40]([OH:55])=[C:39]([Cl:38])[CH:44]=5)[N:29]=4)[N:24]=[CH:23][C:22]=3[C:32]([CH:34]3[CH2:35][CH2:36]3)=[O:33])=[CH:16][N:15]=2)[CH2:9]1)([CH3:2])([CH3:3])[CH3:4]. (3) The product is: [Cl:1][C:2]1[C:7]([N:8]2[CH2:13][CH2:12][O:11][CH:10]([CH2:14][OH:15])[CH2:9]2)=[CH:6][C:5]([C:16]#[N:17])=[CH:4][C:3]=1[NH:18][C:19]1[N:24]=[C:23]([NH:25][CH:35]2[CH2:36][CH2:37]2)[C:22]2=[N:38][CH:39]=[C:40]([C:41]#[N:42])[N:21]2[N:20]=1. Given the reactants [Cl:1][C:2]1[C:7]([N:8]2[CH2:13][CH2:12][O:11][CH:10]([CH2:14][OH:15])[CH2:9]2)=[CH:6][C:5]([C:16]#[N:17])=[CH:4][C:3]=1[NH:18][C:19]1[N:24]=[C:23]([N:25]([CH:35]2[CH2:37][CH2:36]2)CC2C=CC(OC)=CC=2)[C:22]2=[N:38][CH:39]=[C:40]([C:41]#[N:42])[N:21]2[N:20]=1.C1(OC)C=CC=CC=1.FC(F)(F)C(O)=O.FC(F)(F)C([O-])=O, predict the reaction product. (4) The product is: [Cl:2][C:3]1[C:4]([OH:30])=[CH:5][C:6]([OH:26])=[C:7]([CH:25]=1)[C:8]([N:10]1[CH2:18][C:17]2[C:12](=[CH:13][CH:14]=[CH:15][CH:16]=2)[CH:11]1[C:19]([NH:21][CH:22]1[CH2:23][CH2:24]1)=[O:20])=[O:9]. Given the reactants Cl.[Cl:2][C:3]1[C:4]([O:30]COC)=[CH:5][C:6]([O:26]COC)=[C:7]([CH:25]=1)[C:8]([N:10]1[CH2:18][C:17]2[C:12](=[CH:13][CH:14]=[CH:15][CH:16]=2)[CH:11]1[C:19]([NH:21][CH:22]1[CH2:24][CH2:23]1)=[O:20])=[O:9].C([O-])(O)=O.[Na+].C(Cl)Cl, predict the reaction product. (5) Given the reactants [NH2:1][C:2]1[CH:7]=[CH:6][C:5]([Cl:8])=[CH:4][C:3]=1[OH:9].[Cl:10][C:11]1[CH:16]=[C:15]([N+:17]([O-:19])=[O:18])[CH:14]=[CH:13][C:12]=1F.C(=O)([O-])[O-].[K+].[K+], predict the reaction product. The product is: [Cl:8][C:5]1[CH:6]=[CH:7][C:2]([NH2:1])=[C:3]([O:9][C:12]2[CH:13]=[CH:14][C:15]([N+:17]([O-:19])=[O:18])=[CH:16][C:11]=2[Cl:10])[CH:4]=1. (6) Given the reactants [Cl:1][C:2]1[CH:14]=[C:13]([Cl:15])[CH:12]=[CH:11][C:3]=1[CH2:4][N:5]1[CH2:10][CH2:9][NH:8][CH2:7][CH2:6]1.[O:16]=[C:17]1[C:22]([C:29]2[CH:34]=[CH:33][CH:32]=[CH:31][CH:30]=2)([C:23]2[CH:28]=[CH:27][CH:26]=[CH:25][CH:24]=2)[CH2:21][CH2:20][CH2:19][N:18]1[CH2:35][C:36](O)=[O:37].Cl.C(N=C=NCCCN(C)C)C, predict the reaction product. The product is: [Cl:1][C:2]1[CH:14]=[C:13]([Cl:15])[CH:12]=[CH:11][C:3]=1[CH2:4][N:5]1[CH2:6][CH2:7][N:8]([C:36](=[O:37])[CH2:35][N:18]2[CH2:19][CH2:20][CH2:21][C:22]([C:29]3[CH:34]=[CH:33][CH:32]=[CH:31][CH:30]=3)([C:23]3[CH:28]=[CH:27][CH:26]=[CH:25][CH:24]=3)[C:17]2=[O:16])[CH2:9][CH2:10]1. (7) Given the reactants [CH3:1][C:2]1[CH:10]=[C:9]([N+:11]([O-:13])=[O:12])[CH:8]=[CH:7][C:3]=1[C:4](O)=[O:5].B(OC)(OC)OC.O1CCCC1.Cl, predict the reaction product. The product is: [CH3:1][C:2]1[CH:10]=[C:9]([N+:11]([O-:13])=[O:12])[CH:8]=[CH:7][C:3]=1[CH2:4][OH:5]. (8) Given the reactants [F:1][C:2]1[CH:8]=[C:7](Br)[CH:6]=[C:5]([F:10])[C:3]=1[NH2:4].[Cl:11][C:12]1[CH:17]=[CH:16][CH:15]=[CH:14][C:13]=1B(O)O, predict the reaction product. The product is: [Cl:11][C:12]1[CH:17]=[CH:16][CH:15]=[CH:14][C:13]=1[C:7]1[CH:8]=[C:2]([F:1])[C:3]([NH2:4])=[C:5]([F:10])[CH:6]=1.